Dataset: Forward reaction prediction with 1.9M reactions from USPTO patents (1976-2016). Task: Predict the product of the given reaction. (1) Given the reactants [H-].[Na+].[Br:3][C:4]1[CH:5]=[C:6]2[CH:12]=[N:11][NH:10][C:7]2=[N:8][CH:9]=1.[CH3:13][Si:14]([CH3:21])([CH3:20])[CH2:15][CH2:16][O:17][CH2:18]Cl, predict the reaction product. The product is: [Br:3][C:4]1[CH:5]=[C:6]2[CH:12]=[N:11][N:10]([CH2:18][O:17][CH2:16][CH2:15][Si:14]([CH3:21])([CH3:20])[CH3:13])[C:7]2=[N:8][CH:9]=1. (2) Given the reactants [Br:1][C:2]1[CH:6]=[N:5][N:4]([CH3:7])[C:3]=1[NH:8][C:9]1[CH:14]=[CH:13][CH:12]=[C:11](I)[CH:10]=1.[F:16][C:17]([F:29])([F:28])[O:18][C:19]1[CH:24]=[CH:23][C:22](B(O)O)=[CH:21][CH:20]=1.C(=O)([O-])[O-].[Cs+].[Cs+].COCCOC, predict the reaction product. The product is: [Br:1][C:2]1[CH:6]=[N:5][N:4]([CH3:7])[C:3]=1[NH:8][C:9]1[CH:10]=[C:11]([C:22]2[CH:21]=[CH:20][C:19]([O:18][C:17]([F:16])([F:28])[F:29])=[CH:24][CH:23]=2)[CH:12]=[CH:13][CH:14]=1. (3) Given the reactants [CH:1]([O:3][CH2:4][CH3:5])=[O:2].[H-].[Na+].C(O[CH:11]([O:18]C)[CH2:12][C:13]([O:15]CC)=O)C.[CH2:20](OCC)C, predict the reaction product. The product is: [CH:13]([CH:12]([CH:11]=[O:18])[CH2:20][C:1]([O:3][CH2:4][CH3:5])=[O:2])=[O:15]. (4) Given the reactants [C:1]([C:3]1[CH:4]=[C:5]([CH:10]=[CH:11][C:12]=1[OH:13])[C:6]([O:8][CH3:9])=[O:7])#[N:2].Br[CH:15]([CH3:17])[CH3:16].C(=O)([O-])[O-].[K+].[K+], predict the reaction product. The product is: [C:1]([C:3]1[CH:4]=[C:5]([CH:10]=[CH:11][C:12]=1[O:13][CH:15]([CH3:17])[CH3:16])[C:6]([O:8][CH3:9])=[O:7])#[N:2].